This data is from Reaction yield outcomes from USPTO patents with 853,638 reactions. The task is: Predict the reaction yield, written as a fraction of the theoretical maximum amount of product (1.0 means a 100% yield; for example, 0.34 means a 34% yield). (1) The reactants are [C:1]([NH:4][C:5]1[CH:14]=[CH:13][C:8]2[C:9]([CH3:12])=[N:10][O:11][C:7]=2[CH:6]=1)(=[O:3])[CH3:2].[Li+].CC([N-]C(C)C)C.I[CH2:24][C:25]1[N:26]=[C:27]([C:31]2[CH:36]=[CH:35][CH:34]=[CH:33][CH:32]=2)[O:28][C:29]=1[CH3:30].[Cl-].[NH4+]. The catalyst is C1COCC1.C(OCC)(=O)C. The product is [C:1]([NH:4][C:5]1[CH:14]=[CH:13][C:8]2[C:9]([CH2:12][CH2:24][C:25]3[N:26]=[C:27]([C:31]4[CH:36]=[CH:35][CH:34]=[CH:33][CH:32]=4)[O:28][C:29]=3[CH3:30])=[N:10][O:11][C:7]=2[CH:6]=1)(=[O:3])[CH3:2]. The yield is 0.320. (2) The reactants are [CH3:1][O:2][C:3]1[CH:8]=[C:7]([N+:9]([O-])=O)[CH:6]=[CH:5][C:4]=1[N:12]1[CH:16]=[N:15][C:14]([CH3:17])=[N:13]1. The catalyst is [Pd].CO. The product is [CH3:1][O:2][C:3]1[CH:8]=[C:7]([CH:6]=[CH:5][C:4]=1[N:12]1[CH:16]=[N:15][C:14]([CH3:17])=[N:13]1)[NH2:9]. The yield is 0.940. (3) The reactants are [NH2:1][C:2]1[CH:10]=[C:9]([O:11][CH3:12])[CH:8]=[C:7]([O:13][CH3:14])[C:3]=1[C:4]([NH2:6])=[O:5].[O:15]1[C:20]2[CH:21]=[CH:22][C:23]([CH:25]=O)=[CH:24][C:19]=2[O:18][CH2:17][CH2:16]1.COC1C=C(OC)C=C2C=1C(=O)NC(C1C=CC=CN=1)=N2. No catalyst specified. The product is [O:15]1[CH2:16][CH2:17][O:18][C:19]2[CH:24]=[C:23]([C:25]3[NH:6][C:4](=[O:5])[C:3]4[C:2](=[CH:10][C:9]([O:11][CH3:12])=[CH:8][C:7]=4[O:13][CH3:14])[N:1]=3)[CH:22]=[CH:21][C:20]1=2. The yield is 0.460. (4) The reactants are [Br:1][C:2]1[C:3]([F:12])=[C:4]2[C:10]([NH2:11])=[CH:9][NH:8][C:5]2=[N:6][CH:7]=1.[CH3:13][O:14][C:15]1[N:20]=[C:19]([C:21](O)=[O:22])[CH:18]=[CH:17][CH:16]=1.O=C1N(P(Cl)(N2CCOC2=O)=O)CCO1.C(N(CC)CC)C.[Li+].[OH-]. The catalyst is C(Cl)Cl.O. The product is [Br:1][C:2]1[C:3]([F:12])=[C:4]2[C:10]([NH:11][C:21](=[O:22])[C:19]3[CH:18]=[CH:17][CH:16]=[C:15]([O:14][CH3:13])[N:20]=3)=[CH:9][NH:8][C:5]2=[N:6][CH:7]=1. The yield is 0.720. (5) The reactants are [Cl:1][CH2:2][CH2:3][C:4]1[CH:9]=[CH:8][C:7]([N:10]2[C:14]3[CH:15]=[C:16]([CH3:22])[C:17]([C:20]#[N:21])=[C:18]([CH3:19])[C:13]=3[N:12]=[C:11]2[CH2:23][CH3:24])=[CH:6][CH:5]=1.[OH-:25].[Na+]. No catalyst specified. The product is [Cl:1][CH2:2][CH2:3][C:4]1[CH:5]=[CH:6][C:7]([N:10]2[C:14]3[CH:15]=[C:16]([CH3:22])[C:17]([C:20]([NH2:21])=[O:25])=[C:18]([CH3:19])[C:13]=3[N:12]=[C:11]2[CH2:23][CH3:24])=[CH:8][CH:9]=1. The yield is 0.830. (6) The reactants are [Cl:1][C:2]1[CH:3]=[CH:4][N:5]2[CH:10]=[C:9]([CH2:11][CH3:12])[N:8]([C:13]3[CH:18]=[CH:17][CH:16]=[C:15]([F:19])[CH:14]=3)[C:7](=[O:20])[C:6]=12.[O:21]1CCOCC1. No catalyst specified. The product is [Cl:1][C:2]1[CH:3]=[CH:4][N:5]2[CH:10]=[C:9]([CH:11]([OH:21])[CH3:12])[N:8]([C:13]3[CH:18]=[CH:17][CH:16]=[C:15]([F:19])[CH:14]=3)[C:7](=[O:20])[C:6]=12. The yield is 0.990.